Task: Predict the product of the given reaction.. Dataset: Forward reaction prediction with 1.9M reactions from USPTO patents (1976-2016) (1) Given the reactants FC(F)(F)S(O[C:7]1[C:15]2[N:14]=[C:13]([CH2:16][O:17][C:18]3[CH:23]=[CH:22][C:21]([Cl:24])=[CH:20][CH:19]=3)[N:12]([S:25]([C:28]([F:31])([F:30])[F:29])(=[O:27])=[O:26])[C:11]=2[CH:10]=[CH:9][CH:8]=1)(=O)=O.[Cl-].[Li+].[CH:36]([Sn](CCCC)(CCCC)CCCC)=[CH2:37], predict the reaction product. The product is: [CH:36]([C:7]1[C:15]2[N:14]=[C:13]([CH2:16][O:17][C:18]3[CH:23]=[CH:22][C:21]([Cl:24])=[CH:20][CH:19]=3)[N:12]([S:25]([C:28]([F:29])([F:31])[F:30])(=[O:27])=[O:26])[C:11]=2[CH:10]=[CH:9][CH:8]=1)=[CH2:37]. (2) Given the reactants Cl.[NH:2]1[CH2:5][CH2:4][CH2:3]1.C(N(CC)CC)C.[OH:13][C:14]1[CH:19]=[CH:18][CH:17]=[CH:16][C:15]=1/[CH:20]=[C:21]1/[C:22](=[O:27])[NH:23][C:24](=S)[S:25]/1, predict the reaction product. The product is: [N:2]1([C:24]2[S:25]/[C:21](=[CH:20]\[C:15]3[CH:16]=[CH:17][CH:18]=[CH:19][C:14]=3[OH:13])/[C:22](=[O:27])[N:23]=2)[CH2:5][CH2:4][CH2:3]1.